Dataset: Ames mutagenicity test results for genotoxicity prediction. Task: Regression/Classification. Given a drug SMILES string, predict its toxicity properties. Task type varies by dataset: regression for continuous values (e.g., LD50, hERG inhibition percentage) or binary classification for toxic/non-toxic outcomes (e.g., AMES mutagenicity, cardiotoxicity, hepatotoxicity). Dataset: ames. (1) The compound is CCOC(=O)N(C)N=O. The result is 1 (mutagenic). (2) The compound is c1ccc2c3c4c(ccc5cccc(c54)C4OC34)cc2c1. The result is 1 (mutagenic). (3) The molecule is c1cc2cccc3c4cccc5cccc(c(c1)c23)c54. The result is 1 (mutagenic). (4) The result is 1 (mutagenic). The molecule is Cc1cc(=O)oc2c3c(ccc12)C1(C)OOC1(C)O3. (5) The result is 1 (mutagenic). The molecule is CN(C)c1ccc(N=Nc2ccccc2CO)cc1. (6) The molecule is O=C(n1ccnc1)n1ccnc1. The result is 0 (non-mutagenic). (7) The drug is CN(C)CCNC(=O)c1cccn2c(=O)c3ccccc3nc12. The result is 1 (mutagenic). (8) The compound is O=CC(=C(Cl)Cl)C(Cl)Cl. The result is 1 (mutagenic). (9) The compound is CN1CCCC1=O. The result is 0 (non-mutagenic). (10) The drug is CC(=O)N(OC(=O)c1ccccc1)c1ccc2c(c1)Cc1ccccc1-2. The result is 1 (mutagenic).